From a dataset of Forward reaction prediction with 1.9M reactions from USPTO patents (1976-2016). Predict the product of the given reaction. (1) Given the reactants [O:1]1[C:10]2[CH:9]=[C:8]([CH2:11][N:12]([CH:20]3[CH2:29][CH2:28][C:27]4[C:22](=[CH:23][CH:24]=[C:25]([NH:30][C:31]5[C:36]([N+:37]([O-])=O)=[CH:35][CH:34]=[C:33]([O:40][CH3:41])[N:32]=5)[CH:26]=4)[CH2:21]3)[C:13](=[O:19])[O:14][C:15]([CH3:18])([CH3:17])[CH3:16])[N:7]=[CH:6][C:5]=2[O:4][CH2:3][CH2:2]1, predict the reaction product. The product is: [NH2:37][C:36]1[C:31]([NH:30][C:25]2[CH:26]=[C:27]3[C:22](=[CH:23][CH:24]=2)[CH2:21][CH:20]([N:12]([CH2:11][C:8]2[N:7]=[CH:6][C:5]4[O:4][CH2:3][CH2:2][O:1][C:10]=4[CH:9]=2)[C:13](=[O:19])[O:14][C:15]([CH3:18])([CH3:16])[CH3:17])[CH2:29][CH2:28]3)=[N:32][C:33]([O:40][CH3:41])=[CH:34][CH:35]=1. (2) Given the reactants [Cl:1][C:2]1[C:7]([C:8]2[CH:13]=[CH:12][CH:11]=[CH:10][CH:9]=2)=[CH:6][N:5]=[C:4]2[NH:14][CH:15]=[CH:16][C:3]=12.[Br:17]N1C(=O)CCC1=O, predict the reaction product. The product is: [Br:17][C:16]1[C:3]2[C:4](=[N:5][CH:6]=[C:7]([C:8]3[CH:13]=[CH:12][CH:11]=[CH:10][CH:9]=3)[C:2]=2[Cl:1])[NH:14][CH:15]=1. (3) Given the reactants C([O:3][C:4](=[O:41])[C:5]([CH3:40])([CH3:39])[CH2:6][O:7][C:8]1[CH:13]=[CH:12][C:11]([C:14]2[N:18]([C:19]([CH3:22])([CH3:21])[CH3:20])[C:17]3[CH:23]=[CH:24][C:25]([C:27]4[CH:28]=[N:29][C:30]([NH2:33])=[N:31][CH:32]=4)=[CH:26][C:16]=3[N:15]=2)=[C:10]([N:34]2[CH:38]=[N:37][CH:36]=[N:35]2)[CH:9]=1)C.[OH-].[Na+], predict the reaction product. The product is: [NH2:33][C:30]1[N:29]=[CH:28][C:27]([C:25]2[CH:24]=[CH:23][C:17]3[N:18]([C:19]([CH3:22])([CH3:21])[CH3:20])[C:14]([C:11]4[CH:12]=[CH:13][C:8]([O:7][CH2:6][C:5]([CH3:39])([CH3:40])[C:4]([OH:41])=[O:3])=[CH:9][C:10]=4[N:34]4[CH:38]=[N:37][CH:36]=[N:35]4)=[N:15][C:16]=3[CH:26]=2)=[CH:32][N:31]=1. (4) Given the reactants C([O:3][C:4]([C:6]1[CH:10]=[C:9]([C:11]([CH3:14])([CH3:13])[CH3:12])[N:8]([C:15]2[CH:20]=[CH:19][C:18]([S:21]([CH3:24])(=[O:23])=[O:22])=[CH:17][CH:16]=2)[N:7]=1)=O)C.[H-].[H-].[H-].[H-].[Li+].[Al+3].CCOC(C)=O.O, predict the reaction product. The product is: [C:11]([C:9]1[N:8]([C:15]2[CH:20]=[CH:19][C:18]([S:21]([CH3:24])(=[O:22])=[O:23])=[CH:17][CH:16]=2)[N:7]=[C:6]([CH2:4][OH:3])[CH:10]=1)([CH3:14])([CH3:12])[CH3:13].